Dataset: Forward reaction prediction with 1.9M reactions from USPTO patents (1976-2016). Task: Predict the product of the given reaction. (1) Given the reactants [Cl:1][C:2]1[CH:7]=[C:6]([O:8]C)[CH:5]=[CH:4][C:3]=1[C:10]1[N:14](C)[N:13]=[C:12]([C:16]23[CH2:23][CH2:22][C:19]([CH2:24][CH2:25][CH2:26][CH:27]([OH:29])[CH3:28])([CH2:20][CH2:21]2)[CH2:18][CH2:17]3)[N:11]=1.[CH2:30]([S-])C.[Na+], predict the reaction product. The product is: [Cl:1][C:2]1[CH:7]=[C:6]([OH:8])[CH:5]=[CH:4][C:3]=1[C:10]1[N:11]=[C:12]([C:16]23[CH2:23][CH2:22][C:19]([CH2:24][CH2:25][CH2:26][CH:27]([OH:29])[CH3:28])([CH2:18][CH2:17]2)[CH2:20][CH2:21]3)[N:13]([CH3:30])[N:14]=1. (2) Given the reactants Cl[CH2:2][C:3]1[S:7][C:6]([NH:8][C:9](=[O:15])[O:10][C:11]([CH3:14])([CH3:13])[CH3:12])=[N:5][CH:4]=1.[P:16]([O:23]CC)([O:20][CH2:21][CH3:22])[O:17][CH2:18][CH3:19], predict the reaction product. The product is: [C:11]([O:10][C:9]([NH:8][C:6]1[S:7][C:3]([CH2:2][P:16](=[O:23])([O:20][CH2:21][CH3:22])[O:17][CH2:18][CH3:19])=[CH:4][N:5]=1)=[O:15])([CH3:14])([CH3:13])[CH3:12]. (3) Given the reactants Cl.[NH2:2][OH:3].C(N(CC)CC)C.[Cl:11][C:12]1[CH:13]=[C:14]([CH2:20][C:21]([O:23][CH3:24])=[O:22])[CH:15]=[CH:16][C:17]=1[C:18]#[N:19], predict the reaction product. The product is: [Cl:11][C:12]1[CH:13]=[C:14]([CH2:20][C:21]([O:23][CH3:24])=[O:22])[CH:15]=[CH:16][C:17]=1[C:18](=[N:2][OH:3])[NH2:19]. (4) Given the reactants [Cl:1][C:2]1[CH:7]=[CH:6][C:5]([C:8]2[C:9]3[N:10]([N:14]=[C:15]([NH:17][C:18]4[CH:23]=[CH:22][C:21]([CH:24]5[CH2:29][CH2:28][NH:27][CH2:26][CH2:25]5)=[CH:20][CH:19]=4)[N:16]=3)[CH:11]=[CH:12][CH:13]=2)=[C:4]([O:30][CH3:31])[CH:3]=1.Cl[CH2:33][C:34]([N:36]([CH3:38])[CH3:37])=[O:35], predict the reaction product. The product is: [Cl:1][C:2]1[CH:7]=[CH:6][C:5]([C:8]2[C:9]3[N:10]([N:14]=[C:15]([NH:17][C:18]4[CH:19]=[CH:20][C:21]([CH:24]5[CH2:25][CH2:26][N:27]([CH2:33][C:34]([N:36]([CH3:38])[CH3:37])=[O:35])[CH2:28][CH2:29]5)=[CH:22][CH:23]=4)[N:16]=3)[CH:11]=[CH:12][CH:13]=2)=[C:4]([O:30][CH3:31])[CH:3]=1. (5) Given the reactants [CH3:1][O:2][C:3]1[CH:4]=[C:5]([CH:20]=[CH:21][C:22]=1[O:23][Si](C(C)(C)C)(C)C)/[CH:6]=[CH:7]/[C:8]1[CH:12]=[C:11]([SH:13])[N:10]([C:14]2[CH:19]=[CH:18][CH:17]=[CH:16][N:15]=2)[N:9]=1.COC1C=C(C=C(OC)C=1O[Si](C(C)(C)C)(C)C)/C=C/C1C=C(O)N(C2C=CC=CN=2)N=1, predict the reaction product. The product is: [CH3:1][O:2][C:3]1[CH:4]=[C:5]([CH:20]=[CH:21][C:22]=1[OH:23])[CH:6]=[CH:7][C:8]1[CH:12]=[C:11]([SH:13])[N:10]([C:14]2[CH:19]=[CH:18][CH:17]=[CH:16][N:15]=2)[N:9]=1. (6) The product is: [CH3:3][CH:13]([C:9](=[O:12])[CH2:10][CH3:11])[C:14]([O:16][CH3:17])=[O:15]. Given the reactants CI.[C:3]([O-])([O-])=O.[K+].[K+].[C:9]([CH2:13][C:14]([O:16][CH3:17])=[O:15])(=[O:12])[CH2:10][CH3:11], predict the reaction product. (7) Given the reactants Cl[C:2]1[C:7]([O:8][C:9]2[CH:14]=[C:13]([Cl:15])[CH:12]=[C:11]([Cl:16])[CH:10]=2)=[C:6]([C:17]([F:20])([F:19])[F:18])[CH:5]=[CH:4][N:3]=1.[OH-:21].[K+], predict the reaction product. The product is: [Cl:16][C:11]1[CH:10]=[C:9]([CH:14]=[C:13]([Cl:15])[CH:12]=1)[O:8][C:7]1[C:2](=[O:21])[NH:3][CH:4]=[CH:5][C:6]=1[C:17]([F:20])([F:19])[F:18]. (8) Given the reactants Cl.[O:2]1[C:6]([C:7]2[CH:13]=[CH:12][C:10]([NH2:11])=[CH:9][CH:8]=2)=[CH:5][N:4]=[CH:3]1.[NH:14]=[C:15]=[NH:16].C(=O)([O-])[O-].[K+].[K+], predict the reaction product. The product is: [O:2]1[C:6]([C:7]2[CH:13]=[CH:12][C:10]([NH:11][C:15]([NH2:16])=[NH:14])=[CH:9][CH:8]=2)=[CH:5][N:4]=[CH:3]1.